Predict the product of the given reaction. From a dataset of Forward reaction prediction with 1.9M reactions from USPTO patents (1976-2016). (1) The product is: [NH:15]1[CH:16]=[CH:17][C:13]([NH:12][C:4]2[N:3]=[C:2]([C:25]3[CH:26]=[C:21]([C:18](=[O:20])[CH3:19])[CH:22]=[CH:23][CH:24]=3)[C:11]3[C:6]([CH:5]=2)=[CH:7][CH:8]=[CH:9][CH:10]=3)=[N:14]1. Given the reactants Cl[C:2]1[C:11]2[C:6](=[CH:7][CH:8]=[CH:9][CH:10]=2)[CH:5]=[C:4]([NH:12][C:13]2[CH:17]=[CH:16][NH:15][N:14]=2)[N:3]=1.[C:18]([C:21]1[CH:22]=[C:23](B(O)O)[CH:24]=[CH:25][CH:26]=1)(=[O:20])[CH3:19], predict the reaction product. (2) Given the reactants [Cl:1][C:2]1[CH:3]=[C:4]([CH:6]=[CH:7][C:8]=1[Cl:9])[NH2:5].[C:10]([O:15][CH2:16][C:17]1[CH:22]=[CH:21][CH:20]=[CH:19][CH:18]=1)(=[O:14])[C:11]([CH3:13])=O, predict the reaction product. The product is: [CH2:16]([O:15][C:10](=[O:14])[C@H:11]([CH3:13])[NH:5][C:4]1[CH:6]=[CH:7][C:8]([Cl:9])=[C:2]([Cl:1])[CH:3]=1)[C:17]1[CH:22]=[CH:21][CH:20]=[CH:19][CH:18]=1. (3) Given the reactants Br[C:2]1[CH:7]=[CH:6][C:5]([NH:8][C:9]2[C:17]3[C:12](=[CH:13][CH:14]=[CH:15][CH:16]=3)[NH:11][N:10]=2)=[CH:4][CH:3]=1.[B:18]1([B:18]2[O:22][C:21]([CH3:24])([CH3:23])[C:20]([CH3:26])([CH3:25])[O:19]2)[O:22][C:21]([CH3:24])([CH3:23])[C:20]([CH3:26])([CH3:25])[O:19]1.ClCCl.C([O-])(=O)C.[K+], predict the reaction product. The product is: [NH:11]1[C:12]2[C:17](=[CH:16][CH:15]=[CH:14][CH:13]=2)[C:9]([NH:8][C:5]2[CH:6]=[CH:7][C:2]([B:18]3[O:22][C:21]([CH3:24])([CH3:23])[C:20]([CH3:26])([CH3:25])[O:19]3)=[CH:3][CH:4]=2)=[N:10]1. (4) Given the reactants C(=O)([O-])[O-].[K+].[K+].[CH2:7]([NH2:12])[CH2:8][CH:9]([CH3:11])[CH3:10].[CH:13]1[C:22]2[C:17](=[CH:18][CH:19]=[CH:20][CH:21]=2)[CH:16]=[CH:15][C:14]=1[O:23][CH2:24][CH2:25]Cl, predict the reaction product. The product is: [CH2:7]([NH:12][CH2:25][CH2:24][O:23][C:14]1[CH:15]=[CH:16][C:17]2[C:22](=[CH:21][CH:20]=[CH:19][CH:18]=2)[CH:13]=1)[CH2:8][CH:9]([CH3:11])[CH3:10].